Dataset: Catalyst prediction with 721,799 reactions and 888 catalyst types from USPTO. Task: Predict which catalyst facilitates the given reaction. Reactant: P(Cl)(Cl)(Cl)=O.[CH2:6]1[C:10]2=[CH:11][C:12]3[CH:13]=[CH:14][CH:15]=[N:16][C:17]=3[N:9]2[CH2:8][CH2:7]1.[OH-].[Na+].CC1C=CC([CH2:27][O:28]C(NNC(C2C=NC=CN=2)=O)=O)=CC=1. Product: [CH2:6]1[C:10]2=[C:11]([CH:27]=[O:28])[C:12]3[CH:13]=[CH:14][CH:15]=[N:16][C:17]=3[N:9]2[CH2:8][CH2:7]1. The catalyst class is: 9.